From a dataset of Reaction yield outcomes from USPTO patents with 853,638 reactions. Predict the reaction yield, written as a fraction of the theoretical maximum amount of product (1.0 means a 100% yield; for example, 0.34 means a 34% yield). The product is [C:1]1([NH:11][CH:12]=[O:13])[C:10]2[C:5](=[CH:6][CH:7]=[CH:8][CH:9]=2)[CH:4]=[CH:3][CH:2]=1. The catalyst is C1COCC1. The yield is 0.640. The reactants are [C:1]1([NH2:11])[C:10]2[C:5](=[CH:6][CH:7]=[CH:8][CH:9]=2)[CH:4]=[CH:3][CH:2]=1.[CH:12](OCC)=[O:13].[Li+].C[Si]([N-][Si](C)(C)C)(C)C.